From a dataset of Reaction yield outcomes from USPTO patents with 853,638 reactions. Predict the reaction yield, written as a fraction of the theoretical maximum amount of product (1.0 means a 100% yield; for example, 0.34 means a 34% yield). The reactants are [N:1]1[CH:6]=[CH:5][CH:4]=[CH:3][C:2]=1[CH2:7][O:8][C:9]1[CH:16]=[CH:15][C:12]([CH:13]=O)=[CH:11][CH:10]=1.[N+:17]([CH3:20])([O-:19])=[O:18].C([O-])(=O)C.[NH4+]. The catalyst is C(O)(=O)C. The product is [N+:17](/[CH:20]=[CH:13]/[C:12]1[CH:15]=[CH:16][C:9]([O:8][CH2:7][C:2]2[CH:3]=[CH:4][CH:5]=[CH:6][N:1]=2)=[CH:10][CH:11]=1)([O-:19])=[O:18]. The yield is 0.970.